Task: Predict which catalyst facilitates the given reaction.. Dataset: Catalyst prediction with 721,799 reactions and 888 catalyst types from USPTO (1) Reactant: [C:1]([O:5][C:6]([N:8]1[CH2:13][CH2:12][NH:11][CH2:10][CH2:9]1)=[O:7])([CH3:4])([CH3:3])[CH3:2].C(N(C(C)C)CC)(C)C.[C:23](Cl)(=[O:26])[CH:24]=[CH2:25]. Product: [C:1]([O:5][C:6]([N:8]1[CH2:13][CH2:12][N:11]([C:23](=[O:26])[CH:24]=[CH2:25])[CH2:10][CH2:9]1)=[O:7])([CH3:4])([CH3:2])[CH3:3]. The catalyst class is: 4. (2) Reactant: [CH3:1][O:2][C:3]1[CH:4]=[C:5]([CH:11]([S:15][C:16]2[CH:21]=[CH:20][CH:19]=[CH:18][CH:17]=2)[C:12]([OH:14])=O)[CH:6]=[C:7]([O:9][CH3:10])[CH:8]=1.C(N1C=CN=C1)(N1C=CN=C1)=O.[CH3:34][NH:35][CH2:36][C:37]1[CH:42]=[CH:41][CH:40]=[C:39]([O:43][CH3:44])[CH:38]=1. Product: [CH3:44][O:43][C:39]1[CH:38]=[C:37]([CH:42]=[CH:41][CH:40]=1)[CH2:36][N:35]([CH3:34])[C:12](=[O:14])[CH:11]([C:5]1[CH:6]=[C:7]([O:9][CH3:10])[CH:8]=[C:3]([O:2][CH3:1])[CH:4]=1)[S:15][C:16]1[CH:21]=[CH:20][CH:19]=[CH:18][CH:17]=1. The catalyst class is: 4. (3) Product: [C:1]([O:5][C:6]([NH:8][CH2:9][C:10]1[CH:11]=[C:12]([CH:13]=[CH:14][CH:15]=1)[CH2:16][C:17]1([C:22]([O:24][CH3:25])=[O:23])[CH2:21][CH2:20][CH2:19][O:18]1)=[O:7])([CH3:4])([CH3:2])[CH3:3]. Reactant: [C:1]([O:5][C:6]([NH:8][CH2:9][C:10]1[CH:11]=[C:12]([CH:16](OC(SC)=S)[C:17]2([C:22]([O:24][CH3:25])=[O:23])[CH2:21][CH2:20][CH2:19][O:18]2)[CH:13]=[CH:14][CH:15]=1)=[O:7])([CH3:4])([CH3:3])[CH3:2].C([Sn](Cl)(CCCC)CCCC)CCC.[F-].[K+]. The catalyst class is: 11. (4) Product: [CH2:24]([O:26][CH2:27][C:28]([NH:15][C:6]1[C:7]2[N:8]([N:12]=[N:13][N:14]=2)[C:9]([CH3:11])=[CH:10][C:5]=1[NH:4][CH2:3][CH:2]([CH3:16])[CH3:1])=[O:29])[CH3:25]. The catalyst class is: 4. Reactant: [CH3:1][CH:2]([CH3:16])[CH2:3][NH:4][C:5]1[CH:10]=[C:9]([CH3:11])[N:8]2[N:12]=[N:13][N:14]=[C:7]2[C:6]=1[NH2:15].C(N(CC)CC)C.[CH2:24]([O:26][CH2:27][C:28](Cl)=[O:29])[CH3:25]. (5) Reactant: C(OC([NH:8][C:9]1[N:14]=[C:13]([CH2:15][CH2:16][CH:17]2[CH2:22][CH2:21][N:20](C(OC(C)(C)C)=O)[CH2:19][CH2:18]2)[CH:12]=[CH:11][CH:10]=1)=O)(C)(C)C. Product: [NH:20]1[CH2:19][CH2:18][CH:17]([CH2:16][CH2:15][C:13]2[N:14]=[C:9]([NH2:8])[CH:10]=[CH:11][CH:12]=2)[CH2:22][CH2:21]1. The catalyst class is: 33.